From a dataset of NCI-60 drug combinations with 297,098 pairs across 59 cell lines. Regression. Given two drug SMILES strings and cell line genomic features, predict the synergy score measuring deviation from expected non-interaction effect. (1) Drug 1: CCC1=CC2CC(C3=C(CN(C2)C1)C4=CC=CC=C4N3)(C5=C(C=C6C(=C5)C78CCN9C7C(C=CC9)(C(C(C8N6C)(C(=O)OC)O)OC(=O)C)CC)OC)C(=O)OC.C(C(C(=O)O)O)(C(=O)O)O. Drug 2: CC1CCCC2(C(O2)CC(NC(=O)CC(C(C(=O)C(C1O)C)(C)C)O)C(=CC3=CSC(=N3)C)C)C. Cell line: RXF 393. Synergy scores: CSS=29.8, Synergy_ZIP=-5.62, Synergy_Bliss=-1.50, Synergy_Loewe=0.308, Synergy_HSA=-0.0359. (2) Drug 1: C(CC(=O)O)C(=O)CN.Cl. Drug 2: CC1=C(C(=O)C2=C(C1=O)N3CC4C(C3(C2COC(=O)N)OC)N4)N. Cell line: SK-MEL-5. Synergy scores: CSS=40.2, Synergy_ZIP=-4.06, Synergy_Bliss=-5.44, Synergy_Loewe=-18.8, Synergy_HSA=-0.872. (3) Drug 1: CCCS(=O)(=O)NC1=C(C(=C(C=C1)F)C(=O)C2=CNC3=C2C=C(C=N3)C4=CC=C(C=C4)Cl)F. Drug 2: C1CN(P(=O)(OC1)NCCCl)CCCl. Cell line: NCI-H226. Synergy scores: CSS=-0.755, Synergy_ZIP=0.865, Synergy_Bliss=-1.31, Synergy_Loewe=-4.35, Synergy_HSA=-4.67. (4) Drug 1: C1=NC2=C(N=C(N=C2N1C3C(C(C(O3)CO)O)O)F)N. Drug 2: CC12CCC3C(C1CCC2OP(=O)(O)O)CCC4=C3C=CC(=C4)OC(=O)N(CCCl)CCCl.[Na+]. Cell line: CAKI-1. Synergy scores: CSS=8.60, Synergy_ZIP=-3.91, Synergy_Bliss=1.64, Synergy_Loewe=-14.0, Synergy_HSA=-1.28. (5) Drug 1: CCC1=CC2CC(C3=C(CN(C2)C1)C4=CC=CC=C4N3)(C5=C(C=C6C(=C5)C78CCN9C7C(C=CC9)(C(C(C8N6C)(C(=O)OC)O)OC(=O)C)CC)OC)C(=O)OC.C(C(C(=O)O)O)(C(=O)O)O. Drug 2: CN(C)C1=NC(=NC(=N1)N(C)C)N(C)C. Cell line: SW-620. Synergy scores: CSS=47.5, Synergy_ZIP=-0.334, Synergy_Bliss=-2.51, Synergy_Loewe=-67.6, Synergy_HSA=-4.77. (6) Drug 1: CN1C2=C(C=C(C=C2)N(CCCl)CCCl)N=C1CCCC(=O)O.Cl. Drug 2: C(CN)CNCCSP(=O)(O)O. Cell line: IGROV1. Synergy scores: CSS=-0.150, Synergy_ZIP=0.753, Synergy_Bliss=1.92, Synergy_Loewe=0.260, Synergy_HSA=0.410. (7) Drug 1: C1CCC(CC1)NC(=O)N(CCCl)N=O. Drug 2: C1=CN(C=N1)CC(O)(P(=O)(O)O)P(=O)(O)O. Cell line: PC-3. Synergy scores: CSS=21.7, Synergy_ZIP=9.01, Synergy_Bliss=9.30, Synergy_Loewe=10.8, Synergy_HSA=9.51.